From a dataset of Experimentally validated miRNA-target interactions with 360,000+ pairs, plus equal number of negative samples. Binary Classification. Given a miRNA mature sequence and a target amino acid sequence, predict their likelihood of interaction. The miRNA is cel-miR-80-5p with sequence AGCUUUCGACAUGAUUCUGAAC. The protein sequence of the target gene is MASPTKGGDLFSSDEEGPAVLAGPGPGPGGAEGSAEERRVKVSSLPFSVEALMSDKKPPKESPAVPPDCASAGAVLRPLLLPGHGVRDAHSPGPLVKPFETASVKSENSEDGAPWIQEPGRYSPPPRHMSPTTCTLRKHKTNRKPRTPFTTSQLLALERKFRQKQYLSIAERAEFSSSLNLTETQVKIWFQNRRAKAKRLQEAELEKLKMAAKPMLPSGFSLPFPINSPLQAASIYGASYPFHRPVLPIPPVGLYATPVGYGMYHLS. Result: 0 (no interaction).